From a dataset of Full USPTO retrosynthesis dataset with 1.9M reactions from patents (1976-2016). Predict the reactants needed to synthesize the given product. (1) Given the product [CH2:1]([O:3][C:4](=[O:34])[C@@H:5]([O:32][CH3:33])[CH2:6][C:7]1[CH:8]=[CH:9][C:10]([C:13](=[O:36])[CH2:14][CH2:15][CH2:16][O:17][C:18]2[CH:19]=[CH:20][C:21]([C:24](=[O:31])[C:25]3[CH:26]=[CH:27][CH:28]=[CH:29][CH:30]=3)=[CH:22][CH:23]=2)=[CH:11][CH:12]=1)[CH3:2], predict the reactants needed to synthesize it. The reactants are: [CH2:1]([O:3][C:4](=[O:34])[C@@H:5]([O:32][CH3:33])[CH2:6][C:7]1[CH:12]=[CH:11][C:10]([C:13]#[C:14][CH2:15][CH2:16][O:17][C:18]2[CH:23]=[CH:22][C:21]([C:24](=[O:31])[C:25]3[CH:30]=[CH:29][CH:28]=[CH:27][CH:26]=3)=[CH:20][CH:19]=2)=[CH:9][CH:8]=1)[CH3:2].C[OH:36]. (2) Given the product [CH3:13][C:12]1[O:11][C:10]([C:14]2[CH:19]=[CH:18][CH:17]=[CH:16][CH:15]=2)=[N:9][C:8]=1[CH2:7][O:6][C:5]1[CH:4]=[C:3]([CH:22]=[CH:21][CH:20]=1)[CH2:2][O:23][C:24]1[CH:29]=[CH:28][CH:27]=[CH:26][C:25]=1[CH2:30][C:31]([O:33][CH3:34])=[O:32], predict the reactants needed to synthesize it. The reactants are: Cl[CH2:2][C:3]1[CH:4]=[C:5]([CH:20]=[CH:21][CH:22]=1)[O:6][CH2:7][C:8]1[N:9]=[C:10]([C:14]2[CH:19]=[CH:18][CH:17]=[CH:16][CH:15]=2)[O:11][C:12]=1[CH3:13].[OH:23][C:24]1[CH:29]=[CH:28][CH:27]=[CH:26][C:25]=1[CH2:30][C:31]([O:33][CH3:34])=[O:32].CN(C)C=O.[H-].[Na+]. (3) Given the product [F:46][C:43]1[CH:44]=[CH:45][C:19]([C:52]2[N:57]=[CH:56][CH:55]=[CH:54][N:53]=2)=[C:20]([CH:42]=1)[C:21]([N:23]1[CH2:28][CH2:27][CH2:26][C@@H:25]([CH3:29])[C@H:24]1[CH2:30][N:31]1[C:39](=[O:40])[C:38]2[C:33](=[CH:34][CH:35]=[CH:36][CH:37]=2)[C:32]1=[O:41])=[O:22], predict the reactants needed to synthesize it. The reactants are: CC1C=CC(C2C=CC=CN=2)=C(C=1)C(OC)=O.Br[C:19]1[CH:45]=[CH:44][C:43]([F:46])=[CH:42][C:20]=1[C:21]([N:23]1[CH2:28][CH2:27][CH2:26][C@@H:25]([CH3:29])[C@H:24]1[CH2:30][N:31]1[C:39](=[O:40])[C:38]2[C:33](=[CH:34][CH:35]=[CH:36][CH:37]=2)[C:32]1=[O:41])=[O:22].C([Sn](CCCC)(CCCC)[C:52]1[N:57]=[CH:56][CH:55]=[CH:54][N:53]=1)CCC. (4) Given the product [CH3:1][O:2][C:3](=[O:19])[C:4]1[CH:9]=[C:8]([C:26]([O:27][CH2:28][CH3:29])=[CH2:25])[C:7]([C:11]([F:14])([F:13])[F:12])=[CH:6][C:5]=1[NH:15][C:16](=[O:18])[CH3:17], predict the reactants needed to synthesize it. The reactants are: [CH3:1][O:2][C:3](=[O:19])[C:4]1[CH:9]=[C:8](I)[C:7]([C:11]([F:14])([F:13])[F:12])=[CH:6][C:5]=1[NH:15][C:16](=[O:18])[CH3:17].C([Sn](CCCC)(CCCC)[CH:25]=[CH:26][O:27][CH2:28][CH3:29])CCC. (5) Given the product [CH3:22][N:23]([CH3:29])[CH:24]1[CH2:28][CH2:27][N:26]([C:2]2[N:7]=[CH:6][C:5]([C:8]3[N:12]4[CH:13]=[CH:14][CH:15]=[CH:16][C:11]4=[N:10][C:9]=3[C:17]([O:19][CH2:20][CH3:21])=[O:18])=[CH:4][CH:3]=2)[CH2:25]1, predict the reactants needed to synthesize it. The reactants are: F[C:2]1[N:7]=[CH:6][C:5]([C:8]2[N:12]3[CH:13]=[CH:14][CH:15]=[CH:16][C:11]3=[N:10][C:9]=2[C:17]([O:19][CH2:20][CH3:21])=[O:18])=[CH:4][CH:3]=1.[CH3:22][N:23]([CH3:29])[CH:24]1[CH2:28][CH2:27][NH:26][CH2:25]1. (6) The reactants are: C[O:2][C:3]1(OC)[CH2:8][CH2:7][N:6]([C:9]([O:11][C:12]([CH3:15])([CH3:14])[CH3:13])=[O:10])[CH2:5][CH:4]1[O:16][CH2:17][C:18]([CH3:20])=[CH2:19].C(OC(OC(C)(C)C)=O)(OC(C)(C)C)=O. Given the product [CH3:20][C:18](=[CH2:19])[CH2:17][O:16][CH:4]1[C:3](=[O:2])[CH2:8][CH2:7][N:6]([C:9]([O:11][C:12]([CH3:15])([CH3:14])[CH3:13])=[O:10])[CH2:5]1, predict the reactants needed to synthesize it. (7) Given the product [CH3:1][C:2]1([CH3:7])[NH:3][CH:4]([C:8]#[N:9])[CH2:5][CH2:6]1, predict the reactants needed to synthesize it. The reactants are: [CH3:1][C:2]1([CH3:7])[CH2:6][CH2:5][CH:4]=[N:3]1.[C-:8]#[N:9].[K+].Cl.[OH-].[Na+]. (8) Given the product [CH3:23][C:17]1[CH:18]=[C:19]([CH3:22])[CH:20]=[CH:21][C:16]=1[N:13]1[CH2:14][CH2:15][N:10]([C:8]([C:5]2[CH:6]=[CH:7][C:2]([N:25]3[CH2:29][CH2:28][CH2:27][C:26]3=[O:30])=[CH:3][C:4]=2[CH3:24])=[O:9])[CH2:11][CH2:12]1, predict the reactants needed to synthesize it. The reactants are: Br[C:2]1[CH:7]=[CH:6][C:5]([C:8]([N:10]2[CH2:15][CH2:14][N:13]([C:16]3[CH:21]=[CH:20][C:19]([CH3:22])=[CH:18][C:17]=3[CH3:23])[CH2:12][CH2:11]2)=[O:9])=[C:4]([CH3:24])[CH:3]=1.[NH:25]1[CH2:29][CH2:28][CH2:27][C:26]1=[O:30].